From a dataset of Catalyst prediction with 721,799 reactions and 888 catalyst types from USPTO. Predict which catalyst facilitates the given reaction. (1) Reactant: [CH3:1][C:2]1[CH:6]=[C:5]([C:7]([Cl:9])=[O:8])[O:4][N:3]=1.[NH2:10][C:11]1[C:20]2[C:15](=[CH:16][C:17]([O:23][CH3:24])=[C:18]([O:21][CH3:22])[CH:19]=2)[N:14]=[C:13]([N:25]2[CH2:30][CH2:29][NH:28][CH2:27][CH2:26]2)[N:12]=1. Product: [ClH:9].[NH2:10][C:11]1[C:20]2[C:15](=[CH:16][C:17]([O:23][CH3:24])=[C:18]([O:21][CH3:22])[CH:19]=2)[N:14]=[C:13]([N:25]2[CH2:30][CH2:29][N:28]([C:7]([C:5]3[O:4][N:3]=[C:2]([CH3:1])[CH:6]=3)=[O:8])[CH2:27][CH2:26]2)[N:12]=1. The catalyst class is: 12. (2) Reactant: [CH3:1][C@@H:2]1[CH2:8][C:7]2[CH:9]=[C:10]3[O:15][CH2:14][O:13][C:11]3=[CH:12][C:6]=2[C:5]([C:16]2[CH:21]=[CH:20][C:19]([N+:22]([O-:24])=[O:23])=[C:18]([CH3:25])[CH:17]=2)=[N:4][N:3]1[C:26](Cl)=[S:27]. Product: [CH2:8]([C:2]1[S:27][C:26]([N:3]2[C@H:2]([CH3:1])[CH2:8][C:7]3[CH:9]=[C:10]4[O:15][CH2:14][O:13][C:11]4=[CH:12][C:6]=3[C:5]([C:16]3[CH:21]=[CH:20][C:19]([N+:22]([O-:24])=[O:23])=[C:18]([CH3:25])[CH:17]=3)=[N:4]2)=[N:4][N:3]=1)[CH3:7]. The catalyst class is: 9.